Dataset: Full USPTO retrosynthesis dataset with 1.9M reactions from patents (1976-2016). Task: Predict the reactants needed to synthesize the given product. (1) The reactants are: [Br:1][C:2]1[CH:3]=[C:4]2[C:9](=[CH:10][C:11]=1[OH:12])[O:8][C:7](=[O:13])[CH:6]=[C:5]2[CH3:14].C(N(CC)CC)C.[C:22](Cl)(=[O:24])[CH3:23]. Given the product [Br:1][C:2]1[CH:3]=[C:4]2[C:9](=[CH:10][C:11]=1[O:12][C:22](=[O:24])[CH3:23])[O:8][C:7](=[O:13])[CH:6]=[C:5]2[CH3:14], predict the reactants needed to synthesize it. (2) Given the product [CH:31]1([CH2:35][O:1][C:2]2[CH:3]=[C:4]([C:8]3([C:25]4[CH:30]=[CH:29][N:28]=[CH:27][CH:26]=4)[C:16]4[C:11](=[N:12][CH:13]=[CH:14][CH:15]=4)[C:10]([NH2:17])=[N:9]3)[CH:5]=[CH:6][CH:7]=2)[CH2:34][CH2:33][CH2:32]1, predict the reactants needed to synthesize it. The reactants are: [OH:1][C:2]1[CH:3]=[C:4]([C:8]2([C:25]3[CH:30]=[CH:29][N:28]=[CH:27][CH:26]=3)[C:16]3[C:11](=[N:12][CH:13]=[CH:14][CH:15]=3)[C:10]([NH:17]C(=O)OC(C)(C)C)=[N:9]2)[CH:5]=[CH:6][CH:7]=1.[CH:31]1([CH2:35]O)[CH2:34][CH2:33][CH2:32]1. (3) The reactants are: [NH2:1][C:2]1[CH:3]=[CH:4][C:5]([F:18])=[C:6]([C@:8]2([CH3:17])[C:13]([F:15])([F:14])[CH2:12][O:11][C:10]([NH2:16])=[N:9]2)[CH:7]=1.[F:19][C:20]([F:28])([F:27])[C:21]1([C:24](O)=[O:25])[CH2:23][CH2:22]1. Given the product [NH2:16][C:10]1[O:11][CH2:12][C:13]([F:14])([F:15])[C@:8]([C:6]2[CH:7]=[C:2]([NH:1][C:24]([C:21]3([C:20]([F:28])([F:27])[F:19])[CH2:23][CH2:22]3)=[O:25])[CH:3]=[CH:4][C:5]=2[F:18])([CH3:17])[N:9]=1, predict the reactants needed to synthesize it. (4) Given the product [F:27][C:28]1[CH:42]=[CH:41][C:31]([CH2:32][O:33][CH2:34][C:35]([NH:37][CH2:38][CH2:39][I:25])=[O:36])=[CH:30][CH:29]=1, predict the reactants needed to synthesize it. The reactants are: C1(P(C2C=CC=CC=2)C2C=CC=CC=2)C=CC=CC=1.N1C=CN=C1.[I:25]I.[F:27][C:28]1[CH:42]=[CH:41][C:31]([CH2:32][O:33][CH2:34][C:35]([NH:37][CH2:38][CH2:39]O)=[O:36])=[CH:30][CH:29]=1. (5) Given the product [ClH:9].[Cl:12][C:13]1[CH:36]=[CH:35][C:16]([NH:17][C:18]2[C:27]3[C:22](=[CH:23][C:24]([O:30][CH2:31][CH2:32][N:33]([CH3:34])[C:1]([C:2]4[CH:7]=[CH:6][N:5]=[CH:4][CH:3]=4)=[O:8])=[C:25]([O:28][CH3:29])[CH:26]=3)[N:21]=[CH:20][N:19]=2)=[C:15]([F:37])[CH:14]=1, predict the reactants needed to synthesize it. The reactants are: [C:1]([Cl:9])(=[O:8])[C:2]1[CH:7]=[CH:6][N:5]=[CH:4][CH:3]=1.O.Cl.[Cl:12][C:13]1[CH:36]=[CH:35][C:16]([NH:17][C:18]2[C:27]3[C:22](=[CH:23][C:24]([O:30][CH2:31][CH2:32][NH:33][CH3:34])=[C:25]([O:28][CH3:29])[CH:26]=3)[N:21]=[CH:20][N:19]=2)=[C:15]([F:37])[CH:14]=1.C(N(CC)CC)C. (6) Given the product [O:25]=[C:24]1[CH2:15][NH:14][CH2:13][CH2:12][N:11]1[CH2:10][CH2:9][C:6]1[N:7]=[CH:8][C:3]([C:1]#[N:2])=[CH:4][CH:5]=1, predict the reactants needed to synthesize it. The reactants are: [C:1]([C:3]1[CH:4]=[CH:5][C:6]([CH2:9][CH2:10][NH:11][CH2:12][CH2:13][NH:14][C:15](=O)OC(C)(C)C)=[N:7][CH:8]=1)#[N:2].ClC[C:24](Cl)=[O:25].C(O)(C(F)(F)F)=O. (7) Given the product [CH2:1]([C@@H:8]([N:25]([CH3:26])[C:41]([C:35]1([CH3:34])[CH2:40][CH2:39][CH2:38][CH2:37][CH2:36]1)=[O:42])[CH2:9][N:10]1[CH2:15][CH2:14][CH:13]([C:16]2[CH:21]=[C:20]([F:22])[CH:19]=[CH:18][C:17]=2[O:23][CH3:24])[CH2:12][CH2:11]1)[C:2]1[CH:3]=[CH:4][CH:5]=[CH:6][CH:7]=1, predict the reactants needed to synthesize it. The reactants are: [CH2:1]([C@@H:8]([NH:25][CH3:26])[CH2:9][N:10]1[CH2:15][CH2:14][C:13]([C:16]2[CH:21]=[C:20]([F:22])[CH:19]=[CH:18][C:17]=2[O:23][CH3:24])=[CH:12][CH2:11]1)[C:2]1[CH:7]=[CH:6][CH:5]=[CH:4][CH:3]=1.C(N(CC)CC)C.[CH3:34][C:35]1([C:41](Cl)=[O:42])[CH2:40][CH2:39][CH2:38][CH2:37][CH2:36]1.C(O)(=O)/C=C/C(O)=O.